The task is: Predict the reaction yield, written as a fraction of the theoretical maximum amount of product (1.0 means a 100% yield; for example, 0.34 means a 34% yield).. This data is from Reaction yield outcomes from USPTO patents with 853,638 reactions. (1) The reactants are [CH2:1]([Mg]Br)[CH:2]=[CH2:3].[CH2:6](Cl)[C:7]#[CH:8].Cl[C:11]([O:13][CH3:14])=[O:12]. The catalyst is CCOCC. The product is [C:11]([O:13][CH3:14])(=[O:12])[C:3]#[C:2][CH2:1][CH2:8][CH:7]=[CH2:6]. The yield is 0.440. (2) The reactants are [CH:1]1([C:7](=O)[CH3:8])[CH2:6][CH2:5][CH2:4][CH2:3][CH2:2]1.C(O)(=O)C.[C:14]1([C@@H:20]2[CH2:22][C@H:21]2[NH2:23])[CH:19]=[CH:18][CH:17]=[CH:16][CH:15]=1.C(O[BH-](OC(=O)C)OC(=O)C)(=O)C.[Na+]. The catalyst is ClCCCl. The product is [CH:1]1([CH:7]([NH:23][C@@H:21]2[CH2:22][C@H:20]2[C:14]2[CH:19]=[CH:18][CH:17]=[CH:16][CH:15]=2)[CH3:8])[CH2:6][CH2:5][CH2:4][CH2:3][CH2:2]1. The yield is 0.249. (3) The product is [CH2:1]([N:3]([CH2:11][C:12]1[CH:17]=[CH:16][CH:15]=[CH:14][C:13]=1[O:18][CH3:19])[CH2:4][CH2:5][CH2:6][CH2:7][CH2:8][CH2:9][NH:10][C:29](=[O:30])[CH2:28][CH2:27][CH2:26][CH2:25][CH:24]1[CH2:20][CH2:21][S:22][S:23]1)[CH3:2]. No catalyst specified. The reactants are [CH2:1]([N:3]([CH2:11][C:12]1[CH:17]=[CH:16][CH:15]=[CH:14][C:13]=1[O:18][CH3:19])[CH2:4][CH2:5][CH2:6][CH2:7][CH2:8][CH2:9][NH2:10])[CH3:2].[CH2:20]1[C@@H:24]([CH2:25][CH2:26][CH2:27][CH2:28][C:29](O)=[O:30])[S:23][S:22][CH2:21]1. The yield is 0.430. (4) The reactants are [F:1][CH:2]([F:26])[N:3]1[C:7]([C:8]2[CH:13]=[CH:12][C:11]([F:14])=[CH:10][CH:9]=2)=[C:6]([C:15]2[S:16][CH:17]=[C:18]([CH2:20][C:21]([O:23]CC)=[O:22])[N:19]=2)[CH:5]=[N:4]1.[OH-].[Na+].Cl. The catalyst is C(O)C. The product is [F:26][CH:2]([F:1])[N:3]1[C:7]([C:8]2[CH:9]=[CH:10][C:11]([F:14])=[CH:12][CH:13]=2)=[C:6]([C:15]2[S:16][CH:17]=[C:18]([CH2:20][C:21]([OH:23])=[O:22])[N:19]=2)[CH:5]=[N:4]1. The yield is 0.910. (5) The reactants are Br.[CH3:2]P(C1C=CC=CC=1)(C1C=CC=CC=1)C1C=CC=CC=1.C[Si](C)(C)N[Si](C)(C)C.[Na].O=[C:33]1[CH2:37][N:36]([C:38]([O:40][C:41]([CH3:44])([CH3:43])[CH3:42])=[O:39])[C@H:35]([C:45]([O:47][CH3:48])=[O:46])[CH2:34]1. The catalyst is C1(C)C=CC=CC=1.O1CCCC1. The product is [CH2:2]=[C:33]1[CH2:37][N:36]([C:38]([O:40][C:41]([CH3:44])([CH3:43])[CH3:42])=[O:39])[C@H:35]([C:45]([O:47][CH3:48])=[O:46])[CH2:34]1. The yield is 0.270. (6) The reactants are [CH:1](=O)[CH2:2][CH2:3][CH2:4][CH2:5][CH:6]=[CH2:7].[C:9]([O:13][C:14]([CH3:17])([CH3:16])[CH3:15])(=[O:12])[NH:10][NH2:11].[BH3-]C#N.[Na+]. The catalyst is CO.C([O-])(O)=O.[Na+].CCOC(C)=O. The product is [C:14]([O:13][C:9]([NH:10]/[N:11]=[CH:1]/[CH2:2][CH2:3][CH2:4][CH2:5][CH:6]=[CH2:7])=[O:12])([CH3:17])([CH3:16])[CH3:15]. The yield is 0.610. (7) The reactants are [CH3:1][N:2]1[CH2:15][CH2:14][C:5]2[NH:6][C:7]3[CH:8]=[CH:9][C:10]([CH3:13])=[CH:11][C:12]=3[C:4]=2[CH2:3]1.[OH-].[K+].[CH3:18][C:19]1[CH:24]=[N:23][C:22]([CH:25]=[CH2:26])=[CH:21][N:20]=1. The catalyst is CN1CCCC1=O.O. The product is [CH3:1][N:2]1[CH2:15][CH2:14][C:5]2[N:6]([CH2:26][CH2:25][C:22]3[CH:21]=[N:20][C:19]([CH3:18])=[CH:24][N:23]=3)[C:7]3[CH:8]=[CH:9][C:10]([CH3:13])=[CH:11][C:12]=3[C:4]=2[CH2:3]1. The yield is 0.310.